From a dataset of Forward reaction prediction with 1.9M reactions from USPTO patents (1976-2016). Predict the product of the given reaction. (1) Given the reactants Cl[C:2]1[N:7]=[C:6]([N:8]2[CH2:13][CH2:12][O:11][CH2:10][CH2:9]2)[N:5]=[C:4]([N:14]2[C:18]3[CH:19]=[C:20]([NH:25][C:26](=[O:32])[O:27][C:28]([CH3:31])([CH3:30])[CH3:29])[CH:21]=[C:22]([O:23][CH3:24])[C:17]=3[N:16]=[C:15]2[CH:33]([F:35])[F:34])[N:3]=1.[CH3:36][S:37]([N:40]1[CH2:45][CH2:44][NH:43][CH2:42][CH2:41]1)(=[O:39])=[O:38].CCN(C(C)C)C(C)C, predict the reaction product. The product is: [F:35][CH:33]([F:34])[C:15]1[N:14]([C:4]2[N:3]=[C:2]([N:43]3[CH2:44][CH2:45][N:40]([S:37]([CH3:36])(=[O:39])=[O:38])[CH2:41][CH2:42]3)[N:7]=[C:6]([N:8]3[CH2:9][CH2:10][O:11][CH2:12][CH2:13]3)[N:5]=2)[C:18]2[CH:19]=[C:20]([NH:25][C:26](=[O:32])[O:27][C:28]([CH3:29])([CH3:31])[CH3:30])[CH:21]=[C:22]([O:23][CH3:24])[C:17]=2[N:16]=1. (2) Given the reactants [Cr](O[Cr]([O-])(=O)=O)([O-])(=O)=O.[NH+]1C=CC=CC=1.[NH+]1C=CC=CC=1.[CH2:22]([C:29]12[CH:38]([OH:39])[CH2:37][CH2:36][CH2:35][CH:34]1[CH:33]([CH3:40])[C:32]1([O:44][CH2:43][CH2:42][O:41]1)[CH2:31][CH2:30]2)[C:23]1[CH:28]=[CH:27][CH:26]=[CH:25][CH:24]=1, predict the reaction product. The product is: [CH2:22]([C:29]12[C:38](=[O:39])[CH2:37][CH2:36][CH2:35][CH:34]1[CH:33]([CH3:40])[C:32]1([O:41][CH2:42][CH2:43][O:44]1)[CH2:31][CH2:30]2)[C:23]1[CH:28]=[CH:27][CH:26]=[CH:25][CH:24]=1.